From a dataset of Reaction yield outcomes from USPTO patents with 853,638 reactions. Predict the reaction yield, written as a fraction of the theoretical maximum amount of product (1.0 means a 100% yield; for example, 0.34 means a 34% yield). (1) The reactants are Cl.Cl.[CH3:3][N:4]([CH2:6][C:7]1[CH:8]=[C:9]([CH:11]=[CH:12][CH:13]=1)[NH2:10])[CH3:5].C1C2C(CO[C:29]([NH:31][C@H:32]([C@H:36]([C:38]3[C:46]4[C:41](=[CH:42][CH:43]=[CH:44][CH:45]=4)[NH:40][CH:39]=3)[CH3:37])[C:33]([OH:35])=O)=O)C3C(=CC=CC=3)C=2C=CC=1.CCN=C=NCCCN(C)C.[CH:58]1[CH:59]=[CH:60][C:61]2N(O)N=N[C:62]=2[CH:63]=1.C(N(CC)CC)C.C(=O)([O-])O.[Na+].[C:80]([N:88]1[CH2:93][CH2:92][CH:91](C=O)[CH2:90][CH2:89]1)(=[O:87])C1C=CC=CC=1.C(O[BH-](OC(=O)C)OC(=O)C)(=O)C.[Na+]. The catalyst is C(O)C.O.C(OCC)(=O)C.C(#N)C.C1COCC1. The product is [C:80]([N:88]1[CH2:93][CH2:92][CH:91]([CH2:29][NH:31][C@H:32]([C@H:36]([C:38]2[C:46]3[C:41](=[CH:42][CH:43]=[CH:44][CH:45]=3)[NH:40][CH:39]=2)[CH3:37])[C:33]([NH:10][C:9]2[CH:11]=[CH:12][CH:13]=[C:7]([CH2:6][N:4]([CH3:3])[CH3:5])[CH:8]=2)=[O:35])[CH2:90][CH2:89]1)(=[O:87])[C:62]1[CH:61]=[CH:60][CH:59]=[CH:58][CH:63]=1. The yield is 0.0900. (2) The reactants are Br[C:2]1[CH:3]=[CH:4][C:5]2[O:11][CH2:10][CH2:9][N:8]3[CH:12]=[C:13]([C:15]4[N:19]([CH:20]([CH3:22])[CH3:21])[N:18]=[C:17]([NH2:23])[N:16]=4)[N:14]=[C:7]3[C:6]=2[CH:24]=1.[N:25]1[CH:30]=[C:29](B(O)O)[CH:28]=[N:27][CH:26]=1.C([O-])([O-])=O.[Cs+].[Cs+].O. The catalyst is O1CCOCC1.C1C=CC(P(C2C=CC=CC=2)[C-]2C=CC=C2)=CC=1.C1C=CC(P(C2C=CC=CC=2)[C-]2C=CC=C2)=CC=1.Cl[Pd]Cl.[Fe+2]. The product is [CH:20]([N:19]1[C:15]([C:13]2[N:14]=[C:7]3[C:6]4[CH:24]=[C:2]([C:29]5[CH:30]=[N:25][CH:26]=[N:27][CH:28]=5)[CH:3]=[CH:4][C:5]=4[O:11][CH2:10][CH2:9][N:8]3[CH:12]=2)=[N:16][C:17]([NH2:23])=[N:18]1)([CH3:22])[CH3:21]. The yield is 0.169. (3) The yield is 0.400. The product is [C:17]([O:20][CH2:21][C:22]1[C:23]([N:31]2[N:40]=[CH:39][C:38]3[C:33](=[C:34]([F:45])[CH:35]=[C:36]([C:41]([CH3:43])([CH3:42])[CH3:44])[CH:37]=3)[C:32]2=[O:46])=[N:24][CH:25]=[CH:26][C:27]=1[C:2]1[CH:3]=[C:4]([NH:10][C:11]2[O:12][C:13]([CH3:16])=[CH:14][N:15]=2)[C:5](=[O:9])[N:6]([CH3:8])[CH:7]=1)(=[O:19])[CH3:18]. The reactants are Br[C:2]1[CH:3]=[C:4]([NH:10][C:11]2[O:12][C:13]([CH3:16])=[CH:14][N:15]=2)[C:5](=[O:9])[N:6]([CH3:8])[CH:7]=1.[C:17]([O:20][CH2:21][C:22]1[C:23]([N:31]2[N:40]=[CH:39][C:38]3[C:33](=[C:34]([F:45])[CH:35]=[C:36]([C:41]([CH3:44])([CH3:43])[CH3:42])[CH:37]=3)[C:32]2=[O:46])=[N:24][CH:25]=[CH:26][C:27]=1B(O)O)(=[O:19])[CH3:18].[O-]P([O-])([O-])=O.[K+].[K+].[K+].C([O-])(=O)C.[Na+]. The catalyst is C1C=CC(P(C2C=CC=CC=2)[C-]2C=CC=C2)=CC=1.C1C=CC(P(C2C=CC=CC=2)[C-]2C=CC=C2)=CC=1.Cl[Pd]Cl.[Fe+2].C(#N)C.O. (4) The reactants are [O:1]=[C:2]1[C:10]2[C:5](=[CH:6][CH:7]=[CH:8][C:9]=2[CH2:11][CH2:12][C:13]2[C:18]([C:19]([F:22])([F:21])[F:20])=[CH:17][N:16]=[C:15]([NH:23][C:24]3[CH:29]=[CH:28][C:27]([N:30]4[CH2:35][CH2:34][N:33](C(OC(C)(C)C)=O)[CH2:32][CH2:31]4)=[CH:26][CH:25]=3)[N:14]=2)[CH2:4][NH:3]1.FC(F)(F)C(O)=O. The catalyst is C(Cl)Cl. The product is [N:30]1([C:27]2[CH:26]=[CH:25][C:24]([NH:23][C:15]3[N:14]=[C:13]([CH2:12][CH2:11][C:9]4[CH:8]=[CH:7][CH:6]=[C:5]5[C:10]=4[C:2](=[O:1])[NH:3][CH2:4]5)[C:18]([C:19]([F:20])([F:21])[F:22])=[CH:17][N:16]=3)=[CH:29][CH:28]=2)[CH2:35][CH2:34][NH:33][CH2:32][CH2:31]1. The yield is 0.750. (5) The yield is 0.600. The catalyst is CN(C=O)C. The reactants are [F:1][C:2]1[CH:7]=[CH:6][CH:5]=[C:4]([F:8])[C:3]=1[N:9]1[C:14]2[N:15]=[C:16]([S:29][CH3:30])[N:17]=[C:18]([C:19]3[CH:20]=[C:21]([CH:25]=[CH:26][C:27]=3[CH3:28])[C:22](O)=[O:23])[C:13]=2[CH2:12][NH:11][C:10]1=[O:31].[NH2:32][C:33]1[S:34][CH:35]=[CH:36][N:37]=1.CN(C(ON1N=NC2C=CC=CC1=2)=[N+](C)C)C.F[P-](F)(F)(F)(F)F.CCN(CC)CC. The product is [F:1][C:2]1[CH:7]=[CH:6][CH:5]=[C:4]([F:8])[C:3]=1[N:9]1[C:14]2[N:15]=[C:16]([S:29][CH3:30])[N:17]=[C:18]([C:19]3[CH:20]=[C:21]([CH:25]=[CH:26][C:27]=3[CH3:28])[C:22]([NH:32][C:33]3[S:34][CH:35]=[CH:36][N:37]=3)=[O:23])[C:13]=2[CH2:12][NH:11][C:10]1=[O:31]. (6) The reactants are [CH3:1][C:2]1[N:7](C(O)=O)[CH:6]([C:11]([OH:13])=[O:12])[CH:5]=[CH:4][CH:3]=1.[C:14](O)(=[O:16])C.N1C=CC=CC=1.CCCCCC. The catalyst is COCCOC.CCOCC. The product is [CH3:1][C:2]1[N:7]=[C:6]2[C:11](=[O:12])[O:13][C:14](=[O:16])[C:5]2=[CH:4][CH:3]=1. The yield is 0.740. (7) The reactants are [CH:1]12[NH:8][CH:5]([CH2:6][CH2:7]1)[CH2:4][CH:3]([N:9]1[CH2:14][CH2:13][N:12]([C:15]([O:17][C:18]([CH3:21])([CH3:20])[CH3:19])=[O:16])[CH2:11][CH2:10]1)[CH2:2]2.[CH3:22][C:23](OC(C)=O)=[O:24].CCN(CC)CC. The catalyst is C(Cl)Cl. The product is [C:23]([N:8]1[CH:1]2[CH2:7][CH2:6][CH:5]1[CH2:4][CH:3]([N:9]1[CH2:10][CH2:11][N:12]([C:15]([O:17][C:18]([CH3:21])([CH3:20])[CH3:19])=[O:16])[CH2:13][CH2:14]1)[CH2:2]2)(=[O:24])[CH3:22]. The yield is 0.950. (8) The reactants are N(C(OCC)=O)=NC(OCC)=O.[Br:13][C:14]1[CH:33]=[CH:32][C:17]([NH:18][C:19]2[C:28]3[C:23](=[CH:24][C:25]([OH:31])=[C:26]([O:29][CH3:30])[CH:27]=3)[N:22]=[CH:21][N:20]=2)=[C:16]([F:34])[CH:15]=1.[N:35]1([CH2:40]/[CH:41]=[CH:42]/[CH2:43]O)[CH2:39][CH2:38][CH2:37][CH2:36]1.C1(P(C2C=CC=CC=2)C2C=CC=CC=2)C=CC=CC=1.C(Cl)[Cl:65]. No catalyst specified. The product is [ClH:65].[Br:13][C:14]1[CH:33]=[CH:32][C:17]([NH:18][C:19]2[C:28]3[C:23](=[CH:24][C:25]([O:31][CH2:43]/[CH:42]=[CH:41]/[CH2:40][N:35]4[CH2:39][CH2:38][CH2:37][CH2:36]4)=[C:26]([O:29][CH3:30])[CH:27]=3)[N:22]=[CH:21][N:20]=2)=[C:16]([F:34])[CH:15]=1. The yield is 0.320. (9) The reactants are [NH2:1][C:2]1[CH:7]=[CH:6][C:5]([C:8]2([OH:12])[CH2:11][O:10][CH2:9]2)=[C:4]([F:13])[CH:3]=1.N1C=CC=CC=1.Cl[C:21]([O:23][C:24]1[CH:29]=[CH:28][CH:27]=[CH:26][CH:25]=1)=[O:22]. The catalyst is CC(C)=O. The product is [F:13][C:4]1[CH:3]=[C:2]([NH:1][C:21](=[O:22])[O:23][C:24]2[CH:29]=[CH:28][CH:27]=[CH:26][CH:25]=2)[CH:7]=[CH:6][C:5]=1[C:8]1([OH:12])[CH2:9][O:10][CH2:11]1. The yield is 0.590.